Dataset: Forward reaction prediction with 1.9M reactions from USPTO patents (1976-2016). Task: Predict the product of the given reaction. (1) Given the reactants F[C:2]1[CH:3]=[C:4]([CH:8]=[CH:9][C:10]=1[N+:11]([O-:13])=[O:12])[C:5]([OH:7])=[O:6].[Cl:14][C:15]1[CH:22]=[C:21]([Cl:23])[CH:20]=[CH:19][C:16]=1[CH2:17][NH2:18].C1(C)C=CC=CC=1.O, predict the reaction product. The product is: [Cl:14][C:15]1[CH:22]=[C:21]([Cl:23])[CH:20]=[CH:19][C:16]=1[CH2:17][NH:18][C:2]1[CH:3]=[C:4]([CH:8]=[CH:9][C:10]=1[N+:11]([O-:13])=[O:12])[C:5]([OH:7])=[O:6]. (2) Given the reactants [NH:1]1[CH2:6][CH2:5][O:4][CH2:3][CH2:2]1.[C:7]1(=[O:14])[O:13][C:11](=[O:12])[CH2:10][C:8]1=[CH2:9], predict the reaction product. The product is: [CH2:9]=[C:8]([CH2:10][C:11]([N:1]1[CH2:6][CH2:5][O:4][CH2:3][CH2:2]1)=[O:12])[C:7]([OH:14])=[O:13].